Dataset: Catalyst prediction with 721,799 reactions and 888 catalyst types from USPTO. Task: Predict which catalyst facilitates the given reaction. Reactant: [CH:1]1[CH:6]=[CH:5][C:4]([O:7][C:8]2[C:13]([N+:14]([O-])=O)=[CH:12][CH:11]=[CH:10][CH:9]=2)=[CH:3][CH:2]=1.[H][H]. Product: [CH:1]1[CH:6]=[CH:5][C:4]([O:7][C:8]2[C:13]([NH2:14])=[CH:12][CH:11]=[CH:10][CH:9]=2)=[CH:3][CH:2]=1. The catalyst class is: 19.